This data is from Experimental lipophilicity measurements (octanol/water distribution) for 4,200 compounds from AstraZeneca. The task is: Regression/Classification. Given a drug SMILES string, predict its absorption, distribution, metabolism, or excretion properties. Task type varies by dataset: regression for continuous measurements (e.g., permeability, clearance, half-life) or binary classification for categorical outcomes (e.g., BBB penetration, CYP inhibition). For this dataset (lipophilicity_astrazeneca), we predict Y. (1) The molecule is CCCCC(CC)COC(=O)CC(C(=O)OCC(CC)CCCC)S(=O)(=O)O. The Y is 2.93 logD. (2) The drug is O=C1N=C(O)NC1(c1ccccc1)c1ccccc1. The Y is 2.41 logD. (3) The drug is C=CCc1ccccc1OCC(O)CNC(C)C. The Y is 0.990 logD. (4) The drug is N#CC1(NC(=O)[C@@H]2CCCC[C@H]2C(=O)N2CCc3[nH]c4c(F)cccc4c3C2)CC1. The Y is 3.03 logD. (5) The molecule is Cc1ccc(OC(=O)N2CCN3CCC2CC3)cc1. The Y is 1.02 logD. (6) The molecule is Cc1c[nH]c(/C=C2\C(=O)Nc3ccccc32)c1CCC(=O)O. The Y is 1.20 logD. (7) The compound is NC(=O)c1sc(-c2ccsc2)cc1NS(=O)(=O)c1ccc(C(F)(F)F)cc1. The Y is 2.39 logD. (8) The molecule is COc1ccccc1Cn1c(C)nc2ccccc21. The Y is 3.47 logD.